This data is from Forward reaction prediction with 1.9M reactions from USPTO patents (1976-2016). The task is: Predict the product of the given reaction. (1) Given the reactants Cl.[F:2][C:3]1[CH:4]=[C:5]([CH:15]([NH2:17])[CH3:16])[CH:6]=[N:7][C:8]=1[O:9][CH2:10][C:11]([F:14])([F:13])[F:12].[NH2:18][C:19]1[N:24]=[C:23]([C:25](O)=[O:26])[CH:22]=[C:21]([CH3:28])[N:20]=1, predict the reaction product. The product is: [NH2:18][C:19]1[N:24]=[C:23]([C:25]([NH:17][CH:15]([C:5]2[CH:6]=[N:7][C:8]([O:9][CH2:10][C:11]([F:12])([F:13])[F:14])=[C:3]([F:2])[CH:4]=2)[CH3:16])=[O:26])[CH:22]=[C:21]([CH3:28])[N:20]=1. (2) Given the reactants [N:1]([C:4]1[CH:5]=[CH:6][C:7]([O:17][CH3:18])=[C:8]([N:10]([CH3:16])[CH2:11][CH2:12][N:13]([CH3:15])[CH3:14])[CH:9]=1)=[C:2]=[S:3].[OH:19][C:20]1[CH:29]=[C:28]([OH:30])[C:27]([CH:31]([CH3:33])[CH3:32])=[CH:26][C:21]=1[C:22]([NH:24][NH2:25])=O.[OH-].[Na+], predict the reaction product. The product is: [CH3:15][N:13]([CH3:14])[CH2:12][CH2:11][N:10]([CH3:16])[C:8]1[CH:9]=[C:4]([N:1]2[C:2]([SH:3])=[N:25][N:24]=[C:22]2[C:21]2[CH:26]=[C:27]([CH:31]([CH3:32])[CH3:33])[C:28]([OH:30])=[CH:29][C:20]=2[OH:19])[CH:5]=[CH:6][C:7]=1[O:17][CH3:18]. (3) Given the reactants [N:1]12[CH2:8][CH2:7][CH:4]([CH2:5][CH2:6]1)[CH:3]([NH:9][C:10]([C:12]1[CH:13]=[C:14]([N:18]3[C:23]4[N:24]=[CH:25][C:26]([F:28])=[CH:27][C:22]=4[C:21](=[O:29])[N:20]([C@@H:30]4[CH2:35][CH2:34][C@H:33]([NH:36]C(=O)OC(C)(C)C)[CH2:32][CH2:31]4)[C:19]3=[O:44])[CH:15]=[CH:16][CH:17]=1)=[O:11])[CH2:2]2.Cl.O1CCOCC1.[F:52][C:53]1[CH:54]=[CH:55][C:56]2[N:57]([CH:59]=[C:60]([C:62]([OH:64])=O)[N:61]=2)[CH:58]=1.C(N(CC)C(C)C)(C)C, predict the reaction product. The product is: [N:1]12[CH2:8][CH2:7][CH:4]([CH2:5][CH2:6]1)[CH:3]([NH:9][C:10]([C:12]1[CH:13]=[C:14]([N:18]3[C:23]4[N:24]=[CH:25][C:26]([F:28])=[CH:27][C:22]=4[C:21](=[O:29])[N:20]([C@@H:30]4[CH2:35][CH2:34][C@H:33]([NH:36][C:62]([C:60]5[N:61]=[C:56]6[CH:55]=[CH:54][C:53]([F:52])=[CH:58][N:57]6[CH:59]=5)=[O:64])[CH2:32][CH2:31]4)[C:19]3=[O:44])[CH:15]=[CH:16][CH:17]=1)=[O:11])[CH2:2]2.